This data is from Forward reaction prediction with 1.9M reactions from USPTO patents (1976-2016). The task is: Predict the product of the given reaction. (1) Given the reactants [F:1][C:2]1[CH:3]=[C:4]2[C:11](I)=[N:10][N:9]([CH2:13][C:14]3[CH:19]=[CH:18][C:17]([O:20][CH3:21])=[CH:16][CH:15]=3)[C:5]2=[N:6][C:7]=1[CH3:8].[Cu][C:23]#[N:24], predict the reaction product. The product is: [F:1][C:2]1[CH:3]=[C:4]2[C:11]([C:23]#[N:24])=[N:10][N:9]([CH2:13][C:14]3[CH:19]=[CH:18][C:17]([O:20][CH3:21])=[CH:16][CH:15]=3)[C:5]2=[N:6][C:7]=1[CH3:8]. (2) Given the reactants F[C:2]1[CH:3]=[CH:4][C:5]([N+:12]([O-:14])=[O:13])=[C:6]([CH:11]=1)[C:7]([O:9][CH3:10])=[O:8].S([O:19][C:20]1[CH:25]=[CH:24][C:23]([NH2:26])=[CH:22][CH:21]=1)(O)(=O)=O.C([O-])([O-])=O.[K+].[K+].C1OCCOCCOCCOCCOCCOC1, predict the reaction product. The product is: [NH2:26][C:23]1[CH:24]=[CH:25][C:20]([O:19][C:2]2[CH:3]=[CH:4][C:5]([N+:12]([O-:14])=[O:13])=[C:6]([CH:11]=2)[C:7]([O:9][CH3:10])=[O:8])=[CH:21][CH:22]=1. (3) Given the reactants [Cl:1][C:2]1[CH:3]=[C:4]([C:7]2[N:11]=[C:10]([C@@H:12]3[CH2:17][NH:16][C@H:15]([CH3:18])[CH2:14][CH2:13]3)[O:9][N:8]=2)[NH:5][CH:6]=1.CCN(C(C)C)C(C)C.[F:28][C:29]1[CH:37]=[CH:36][C:32]([C:33](Cl)=[O:34])=[CH:31][CH:30]=1, predict the reaction product. The product is: [Cl:1][C:2]1[CH:3]=[C:4]([C:7]2[N:11]=[C:10]([C@@H:12]3[CH2:17][N:16]([C:33](=[O:34])[C:32]4[CH:36]=[CH:37][C:29]([F:28])=[CH:30][CH:31]=4)[C@H:15]([CH3:18])[CH2:14][CH2:13]3)[O:9][N:8]=2)[NH:5][CH:6]=1. (4) Given the reactants N([O-])=O.[Na+].[Cl:5][C:6]1[C:12]([F:13])=[CH:11][C:10]([F:14])=[CH:9][C:7]=1N.C(O)(=O)C.[S:19](=[O:21])=[O:20].[ClH:22], predict the reaction product. The product is: [Cl:5][C:6]1[C:12]([F:13])=[CH:11][C:10]([F:14])=[CH:9][C:7]=1[S:19]([Cl:22])(=[O:21])=[O:20]. (5) Given the reactants [CH2:1]([O:3][C:4]([C:6]1[CH:11]=[CH:10][CH:9]=[CH:8][C:7]=1B(O)O)=[O:5])[CH3:2].[C:15]([O:19][C:20]([N:22]1[CH2:27][CH:26]=[C:25](OS(C(F)(F)F)(=O)=O)[CH2:24][CH2:23]1)=[O:21])([CH3:18])([CH3:17])[CH3:16], predict the reaction product. The product is: [C:15]([O:19][C:20]([N:22]1[CH2:23][CH:24]=[C:25]([C:7]2[CH:8]=[CH:9][CH:10]=[CH:11][C:6]=2[C:4]([O:3][CH2:1][CH3:2])=[O:5])[CH2:26][CH2:27]1)=[O:21])([CH3:18])([CH3:16])[CH3:17]. (6) Given the reactants C[O:2][C:3]([C@@H:5]1[C@@H:9]([C:10]2[CH:15]=[CH:14][CH:13]=[CH:12][CH:11]=2)[CH2:8][N:7]([C:16](=[O:29])[C@@H:17]([NH:21][C:22]([O:24][C:25]([CH3:28])([CH3:27])[CH3:26])=[O:23])[CH:18]([CH3:20])[CH3:19])[CH2:6]1)=[O:4].CO.O.[Li+].[OH-], predict the reaction product. The product is: [C:25]([O:24][C:22]([NH:21][C@@H:17]([CH:18]([CH3:20])[CH3:19])[C:16]([N:7]1[CH2:8][C@H:9]([C:10]2[CH:15]=[CH:14][CH:13]=[CH:12][CH:11]=2)[C@@H:5]([C:3]([OH:4])=[O:2])[CH2:6]1)=[O:29])=[O:23])([CH3:28])([CH3:27])[CH3:26]. (7) Given the reactants [CH:1]1([C:5]2[CH:10]=[CH:9][C:8](B(O)O)=[C:7]([F:14])[C:6]=2[O:15][CH3:16])[CH2:4][CH2:3][CH2:2]1.[NH2:17][C:18]1[N:23]=[CH:22][C:21](Br)=[CH:20][N:19]=1, predict the reaction product. The product is: [CH:1]1([C:5]2[CH:10]=[CH:9][C:8]([C:21]3[CH:20]=[N:19][C:18]([NH2:17])=[N:23][CH:22]=3)=[C:7]([F:14])[C:6]=2[O:15][CH3:16])[CH2:4][CH2:3][CH2:2]1.